Dataset: Forward reaction prediction with 1.9M reactions from USPTO patents (1976-2016). Task: Predict the product of the given reaction. (1) Given the reactants CC1C=CC(S(O[CH2:12][CH2:13][CH2:14][C:15]2[C:23]3[C:18](=[CH:19][CH:20]=[C:21]([Cl:24])[CH:22]=3)[NH:17][CH:16]=2)(=O)=O)=CC=1.[CH3:25][C:26]1[CH:31]=[C:30]([CH3:32])[N:29]=[C:28]([N:33]2[CH2:38][CH2:37][NH:36][CH2:35][CH2:34]2)[N:27]=1.C(=O)([O-])[O-].[K+].[K+].[I-].[K+], predict the reaction product. The product is: [Cl:24][C:21]1[CH:22]=[C:23]2[C:18](=[CH:19][CH:20]=1)[NH:17][CH:16]=[C:15]2[CH2:14][CH2:13][CH2:12][N:36]1[CH2:37][CH2:38][N:33]([C:28]2[N:27]=[C:26]([CH3:25])[CH:31]=[C:30]([CH3:32])[N:29]=2)[CH2:34][CH2:35]1. (2) Given the reactants [C:1]1([CH3:19])[CH:6]=[C:5]([CH3:7])[CH:4]=[C:3]([CH3:8])[C:2]=1[S:9]([O:12][N:13]=C(OCC)C)(=[O:11])=[O:10].Cl(O)(=O)(=O)=O, predict the reaction product. The product is: [C:1]1([CH3:19])[CH:6]=[C:5]([CH3:7])[CH:4]=[C:3]([CH3:8])[C:2]=1[S:9]([O:12][NH2:13])(=[O:11])=[O:10]. (3) Given the reactants [NH2:1][C:2]1[CH:3]=[C:4]([CH:8]=[C:9]([O:12][CH3:13])[C:10]=1[F:11])[C:5]([OH:7])=O.[C:14](Cl)(=[O:17])[CH2:15][CH3:16].[CH3:19][O:20][C:21]1[CH:22]=[C:23]([CH:25]=[C:26]([O:30][CH3:31])[C:27]=1[O:28][CH3:29])[NH2:24], predict the reaction product. The product is: [CH3:31][O:30][C:26]1[CH:25]=[C:23]([NH:24][C:5](=[O:7])[C:4]2[CH:8]=[C:9]([O:12][CH3:13])[C:10]([F:11])=[C:2]([NH:1][C:14](=[O:17])[CH2:15][CH3:16])[CH:3]=2)[CH:22]=[C:21]([O:20][CH3:19])[C:27]=1[O:28][CH3:29].